The task is: Predict the product of the given reaction.. This data is from Forward reaction prediction with 1.9M reactions from USPTO patents (1976-2016). (1) The product is: [C:1]([O:5][C:6](=[O:29])[NH:7][C@H:8]1[CH2:16][CH2:15][CH2:14][C@H:13]([CH2:17][CH2:18][O:19][CH3:30])[C@@H:12]([O:20][C:21]2[CH:22]=[CH:23][CH:24]=[CH:25][CH:26]=2)[C@H:11]([CH3:27])[O:10][C:9]1=[O:28])([CH3:2])([CH3:4])[CH3:3]. Given the reactants [C:1]([O:5][C:6](=[O:29])[NH:7][C@H:8]1[CH2:16][CH2:15][CH2:14][C@H:13]([CH2:17][CH2:18][OH:19])[C@@H:12]([O:20][C:21]2[CH:26]=[CH:25][CH:24]=[CH:23][CH:22]=2)[C@H:11]([CH3:27])[O:10][C:9]1=[O:28])([CH3:4])([CH3:3])[CH3:2].[CH3:30]N(C1C2C(N(C)C)=CC=CC=2C=CC=1)C.F[B-](F)(F)F.C[O+](C)C, predict the reaction product. (2) Given the reactants [Si:1]([O:8][C@H:9]1[CH2:13][N:12]([C:14]([O:16][C:17]([CH3:20])([CH3:19])[CH3:18])=[O:15])[C@H:11]([CH2:21][OH:22])[CH2:10]1)([C:4]([CH3:7])([CH3:6])[CH3:5])([CH3:3])[CH3:2].O[N:24]1[C:32](=[O:33])[C:31]2[C:26](=[CH:27][CH:28]=[CH:29][CH:30]=2)[C:25]1=[O:34].C1(P(C2C=CC=CC=2)C2C=CC=CC=2)C=CC=CC=1.CC(OC(/N=N/C(OC(C)C)=O)=O)C.N#N, predict the reaction product. The product is: [Si:1]([O:8][C@H:9]1[CH2:13][N:12]([C:14]([O:16][C:17]([CH3:20])([CH3:19])[CH3:18])=[O:15])[C@H:11]([CH2:21][O:22][N:24]2[C:32](=[O:33])[C:31]3[C:26](=[CH:27][CH:28]=[CH:29][CH:30]=3)[C:25]2=[O:34])[CH2:10]1)([C:4]([CH3:7])([CH3:6])[CH3:5])([CH3:3])[CH3:2]. (3) Given the reactants [CH2:1]([C:3]1[C:4](N)=[N:5][C:6]([O:22][CH3:23])=[C:7]([C:9]2[CH:14]=[CH:13][C:12]([O:15][C:16]([F:19])([F:18])[F:17])=[CH:11][C:10]=2[O:20][CH3:21])[N:8]=1)[CH3:2].N([O-])=O.[Na+].[BrH:29], predict the reaction product. The product is: [Br:29][C:4]1[N:5]=[C:6]([O:22][CH3:23])[C:7]([C:9]2[CH:14]=[CH:13][C:12]([O:15][C:16]([F:19])([F:18])[F:17])=[CH:11][C:10]=2[O:20][CH3:21])=[N:8][C:3]=1[CH2:1][CH3:2]. (4) Given the reactants [Cl:1][C:2]1[CH:10]=[CH:9][CH:8]=[C:7]2[C:3]=1[C:4]([C:11]([OH:13])=O)=[CH:5][NH:6]2.[F:14][C:15]1([F:24])[CH2:20][CH:19]([CH3:21])[CH2:18][CH:17]([CH2:22][NH2:23])[CH2:16]1.CN(C(ON1N=NC2C=CC=NC1=2)=[N+](C)C)C.F[P-](F)(F)(F)(F)F.CCN(C(C)C)C(C)C, predict the reaction product. The product is: [Cl:1][C:2]1[CH:10]=[CH:9][CH:8]=[C:7]2[C:3]=1[C:4]([C:11]([NH:23][CH2:22][CH:17]1[CH2:18][CH:19]([CH3:21])[CH2:20][C:15]([F:14])([F:24])[CH2:16]1)=[O:13])=[CH:5][NH:6]2. (5) Given the reactants [Cl:1][C:2]1[CH:3]=[CH:4][C:5]2[N:6]([C:8]([C:11]([C:14]3[CH:15]=[C:16]4[C:20](=[CH:21][C:22]=3[F:23])[N:19]([CH3:24])[N:18]=[CH:17]4)(O)[CH3:12])=[CH:9][N:10]=2)[N:7]=1.II.[PH2](=O)O, predict the reaction product. The product is: [Cl:1][C:2]1[CH:3]=[CH:4][C:5]2[N:6]([C:8]([CH:11]([C:14]3[CH:15]=[C:16]4[C:20](=[CH:21][C:22]=3[F:23])[N:19]([CH3:24])[N:18]=[CH:17]4)[CH3:12])=[CH:9][N:10]=2)[N:7]=1. (6) Given the reactants [CH3:1][O:2][C:3]([C:5]1[C:14]2[C:9](=[CH:10][CH:11]=[CH:12][CH:13]=2)[CH:8]=[CH:7][C:6]=1[OH:15])=[O:4].N1C=CC=CC=1.[S:22](O[S:22]([C:25]([F:28])([F:27])[F:26])(=[O:24])=[O:23])([C:25]([F:28])([F:27])[F:26])(=[O:24])=[O:23], predict the reaction product. The product is: [CH3:1][O:2][C:3]([C:5]1[C:14]2[C:9](=[CH:10][CH:11]=[CH:12][CH:13]=2)[CH:8]=[CH:7][C:6]=1[O:15][S:22]([C:25]([F:28])([F:27])[F:26])(=[O:24])=[O:23])=[O:4]. (7) Given the reactants [CH3:1][O:2][C:3](=[O:12])[CH:4]([C:6]1[CH:11]=[CH:10][CH:9]=[CH:8][CH:7]=1)[CH3:5].C[Si](C)(C)[N-][Si](C)(C)C.[Li+].Br[CH2:24][CH:25]1[CH2:30][CH2:29][CH2:28][CH2:27][CH2:26]1, predict the reaction product. The product is: [CH:25]1([CH2:24][C:4]([CH3:5])([C:6]2[CH:11]=[CH:10][CH:9]=[CH:8][CH:7]=2)[C:3]([O:2][CH3:1])=[O:12])[CH2:30][CH2:29][CH2:28][CH2:27][CH2:26]1. (8) Given the reactants [OH-].[Na+].C([O:5][C:6]([C:8]1[N:9]=[C:10]2[CH:15]=[CH:14][CH:13]=[CH:12][N:11]2[CH:16]=1)=[O:7])C, predict the reaction product. The product is: [N:9]1[C:8]([C:6]([OH:7])=[O:5])=[CH:16][N:11]2[CH:12]=[CH:13][CH:14]=[CH:15][C:10]=12. (9) Given the reactants [CH2:1]([C@H:3]1[C@@H:7]([C:8]2[N:12]3[C:13]4[CH:19]=[CH:18][NH:17][C:14]=4[N:15]=[CH:16][C:11]3=[N:10][N:9]=2)[CH2:6][C@H:5]([C:20](O)=[O:21])[CH2:4]1)[CH3:2].CCN(C(C)C)C(C)C.[F:32][C:33]([F:37])([F:36])[CH2:34][NH2:35].CN(C(ON1N=NC2C=CC=NC1=2)=[N+](C)C)C.F[P-](F)(F)(F)(F)F, predict the reaction product. The product is: [CH2:1]([C@H:3]1[C@@H:7]([C:8]2[N:12]3[C:13]4[CH:19]=[CH:18][NH:17][C:14]=4[N:15]=[CH:16][C:11]3=[N:10][N:9]=2)[CH2:6][C@H:5]([C:20]([NH:35][CH2:34][C:33]([F:37])([F:36])[F:32])=[O:21])[CH2:4]1)[CH3:2]. (10) Given the reactants [I:1][C:2]1[CH:11]=[CH:10][C:9]2[C:4](=[C:5]([OH:12])[CH:6]=[CH:7][CH:8]=2)[N:3]=1.Br[CH:14]([CH3:16])[CH3:15], predict the reaction product. The product is: [I:1][C:2]1[CH:11]=[CH:10][C:9]2[C:4](=[C:5]([O:12][CH:14]([CH3:16])[CH3:15])[CH:6]=[CH:7][CH:8]=2)[N:3]=1.